This data is from Full USPTO retrosynthesis dataset with 1.9M reactions from patents (1976-2016). The task is: Predict the reactants needed to synthesize the given product. (1) Given the product [F:22][C:23]1[CH:24]=[C:25]([CH:27]=[CH:28][CH:29]=1)[NH:26][C:2]1[C:11]2[C:6](=[CH:7][C:8]([O:20][CH3:21])=[CH:9][C:10]=2[O:12][CH:13]2[CH2:18][CH2:17][N:16]([CH3:19])[CH2:15][CH2:14]2)[N:5]=[CH:4][N:3]=1, predict the reactants needed to synthesize it. The reactants are: Cl[C:2]1[C:11]2[C:6](=[CH:7][C:8]([O:20][CH3:21])=[CH:9][C:10]=2[O:12][CH:13]2[CH2:18][CH2:17][N:16]([CH3:19])[CH2:15][CH2:14]2)[N:5]=[CH:4][N:3]=1.[F:22][C:23]1[CH:24]=[C:25]([CH:27]=[CH:28][CH:29]=1)[NH2:26]. (2) Given the product [N:25]([CH2:19][CH:4]1[O:3][C:2](=[O:1])[N:6]([C:7]2[CH:8]=[CH:9][C:10]3[CH2:16][CH2:15][CH2:14][C:13](=[O:17])[CH2:12][C:11]=3[CH:18]=2)[CH2:5]1)=[N+:26]=[N-:27], predict the reactants needed to synthesize it. The reactants are: [O:1]=[C:2]1[N:6]([C:7]2[CH:8]=[CH:9][C:10]3[CH2:16][CH2:15][CH2:14][C:13](=[O:17])[CH2:12][C:11]=3[CH:18]=2)[CH2:5][CH:4]([CH2:19]OS(C)(=O)=O)[O:3]1.[N-:25]=[N+:26]=[N-:27].[Na+].CN(C)C=O. (3) The reactants are: [F:1][C:2]1[CH:3]=[C:4]2[C:8](=[CH:9][CH:10]=1)[NH:7][C:6](=[O:11])/[C:5]/2=[CH:12]\[C:13]1[NH:17][C:16]([CH3:18])=[C:15]([C:19]([OH:21])=O)[C:14]=1[CH3:22].Cl.C(N=C=NCCCN(C)C)C.OC1C2N=NNC=2C=CC=1.C(N(CC)CC)C.[NH2:52][C:53]1[CH:58]=[C:57]([C:59]([F:62])([F:61])[F:60])[CH:56]=[CH:55][C:54]=1[NH:63][C:64](=[O:75])[C:65]1[CH:70]=[CH:69][C:68]([NH:71][CH2:72][CH2:73][NH2:74])=[N:67][CH:66]=1. Given the product [NH2:52][C:53]1[CH:58]=[C:57]([C:59]([F:62])([F:61])[F:60])[CH:56]=[CH:55][C:54]=1[NH:63][C:64](=[O:75])[C:65]1[CH:70]=[CH:69][C:68]([NH:71][CH2:72][CH2:73][NH:74][C:19]([C:15]2[C:14]([CH3:22])=[C:13](/[CH:12]=[C:5]3\[C:6](=[O:11])[NH:7][C:8]4[C:4]\3=[CH:3][C:2]([F:1])=[CH:10][CH:9]=4)[NH:17][C:16]=2[CH3:18])=[O:21])=[N:67][CH:66]=1, predict the reactants needed to synthesize it. (4) The reactants are: Cl[C:2]1[N:10]=[C:9]2[C:5]([N:6]([CH3:11])[CH:7]=[N:8]2)=[C:4]([NH:12][CH:13]2[CH2:18][CH2:17][CH2:16][CH2:15][CH2:14]2)[N:3]=1.[CH3:19][C:20]1[CH:24]=[C:23]([CH3:25])[NH:22][N:21]=1. Given the product [CH:13]1([NH:12][C:4]2[N:3]=[C:2]([N:21]3[C:20]([CH3:19])=[CH:24][C:23]([CH3:25])=[N:22]3)[N:10]=[C:9]3[C:5]=2[N:6]([CH3:11])[CH:7]=[N:8]3)[CH2:18][CH2:17][CH2:16][CH2:15][CH2:14]1, predict the reactants needed to synthesize it.